From a dataset of Forward reaction prediction with 1.9M reactions from USPTO patents (1976-2016). Predict the product of the given reaction. (1) The product is: [Cl:1][C:2]1[S:6][C:5]([C:7]([NH:10][C:11]2[CH:19]=[CH:18][CH:17]=[C:16]3[C:12]=2[CH2:13][N:14]([CH2:21][CH2:22][CH:23]2[CH2:28][CH2:27][N:26]([C:29]([O:31][C:32]([CH3:35])([CH3:34])[CH3:33])=[O:30])[CH2:25][CH2:24]2)[C:15]3=[O:20])=[O:8])=[CH:4][CH:3]=1. Given the reactants [Cl:1][C:2]1[S:6][C:5]([C:7](Cl)=[O:8])=[CH:4][CH:3]=1.[NH2:10][C:11]1[CH:19]=[CH:18][CH:17]=[C:16]2[C:12]=1[CH2:13][N:14]([CH2:21][CH2:22][CH:23]1[CH2:28][CH2:27][N:26]([C:29]([O:31][C:32]([CH3:35])([CH3:34])[CH3:33])=[O:30])[CH2:25][CH2:24]1)[C:15]2=[O:20].N1C=CC=CC=1, predict the reaction product. (2) The product is: [CH3:38][O:39][C:40](=[O:50])[CH2:41][C:42]1[CH:47]=[CH:46][C:45]([C:68]2[CH:69]=[CH:70][C:65]([C:62]([CH2:63][CH3:64])([C:59]3[CH:60]=[CH:61][C:56]([CH2:55][CH2:54][C:53]([CH2:84][CH3:85])([OH:86])[CH2:51][CH3:52])=[C:57]([CH3:83])[CH:58]=3)[CH2:81][CH3:82])=[CH:66][C:67]=2[CH3:80])=[CH:44][C:43]=1[F:49]. Given the reactants C1(P(C2CCCCC2)C2C=CC=CC=2C2C(OC)=CC=CC=2OC)CCCCC1.P([O-])([O-])([O-])=O.[K+].[K+].[K+].[CH3:38][O:39][C:40](=[O:50])[CH2:41][C:42]1[CH:47]=[CH:46][C:45](Cl)=[CH:44][C:43]=1[F:49].[CH2:51]([C:53]([OH:86])([CH2:84][CH3:85])[CH2:54][CH2:55][C:56]1[CH:61]=[CH:60][C:59]([C:62]([CH2:81][CH3:82])([C:65]2[CH:70]=[CH:69][C:68](B3OC(C)(C)C(C)(C)O3)=[C:67]([CH3:80])[CH:66]=2)[CH2:63][CH3:64])=[CH:58][C:57]=1[CH3:83])[CH3:52], predict the reaction product. (3) Given the reactants [NH:1]1[C:5]2=[N:6][CH:7]=[CH:8][C:9]([C:10]3[S:11][CH:12]=[CH:13][C:14]=3[C:15]3[CH:21]=[CH:20][C:18]([NH2:19])=[CH:17][CH:16]=3)=[C:4]2[CH:3]=[CH:2]1.[CH3:22][NH:23][CH3:24].[O:25]1[CH2:29]CCC1, predict the reaction product. The product is: [CH3:22][N:23]([CH3:24])[C:29]([NH:19][C:18]1[CH:20]=[CH:21][C:15]([C:14]2[CH:13]=[CH:12][S:11][C:10]=2[C:9]2[CH:8]=[CH:7][N:6]=[C:5]3[NH:1][CH:2]=[CH:3][C:4]=23)=[CH:16][CH:17]=1)=[O:25]. (4) Given the reactants [H-].[Na+].[F:3][CH:4]([F:18])[C:5]1[CH:6]=[C:7]([NH:11][C:12]2[CH2:16][CH2:15][C:14](=[O:17])[CH:13]=2)[CH:8]=[CH:9][CH:10]=1.[C:19]([O:23][C:24](=[O:49])[NH:25][CH:26](S(C1C=CC=CC=1)(=O)=O)[C:27]1[CH:32]=[CH:31][C:30]([C:33]#[N:34])=[CH:29][C:28]=1[S:35]([CH2:38][CH3:39])(=[O:37])=[O:36])([CH3:22])([CH3:21])[CH3:20].C(OCC)(=O)C, predict the reaction product. The product is: [C:19]([O:23][C:24](=[O:49])[NH:25][CH:26]([C:27]1[CH:32]=[CH:31][C:30]([C:33]#[N:34])=[CH:29][C:28]=1[S:35]([CH2:38][CH3:39])(=[O:36])=[O:37])[C:13]1[C:14](=[O:17])[CH2:15][CH2:16][C:12]=1[NH:11][C:7]1[CH:8]=[CH:9][CH:10]=[C:5]([CH:4]([F:18])[F:3])[CH:6]=1)([CH3:22])([CH3:21])[CH3:20]. (5) Given the reactants [Br:1][C:2]1[S:3][CH:4]=[C:5]([CH:7]=O)[N:6]=1.[CH3:9][O:10][C:11](=[O:32])[CH:12]=P(C1C=CC=CC=1)(C1C=CC=CC=1)C1C=CC=CC=1, predict the reaction product. The product is: [CH3:9][O:10][C:11](=[O:32])[CH:12]=[CH:7][C:5]1[N:6]=[C:2]([Br:1])[S:3][CH:4]=1.